Dataset: Forward reaction prediction with 1.9M reactions from USPTO patents (1976-2016). Task: Predict the product of the given reaction. (1) Given the reactants Cl.[CH2:2]([N:9]1[CH2:12][CH:11]([OH:13])[CH2:10]1)[C:3]1[CH:8]=[CH:7][CH:6]=[CH:5][CH:4]=1.[H-].[Na+].Cl[C:17]1[N:22]=[CH:21][N:20]=[C:19]2[N:23]([C:26]3[CH:31]=[CH:30][C:29]([S:32]([CH3:35])(=[O:34])=[O:33])=[CH:28][CH:27]=3)[N:24]=[CH:25][C:18]=12, predict the reaction product. The product is: [CH2:2]([N:9]1[CH2:12][CH:11]([O:13][C:17]2[N:22]=[CH:21][N:20]=[C:19]3[N:23]([C:26]4[CH:27]=[CH:28][C:29]([S:32]([CH3:35])(=[O:33])=[O:34])=[CH:30][CH:31]=4)[N:24]=[CH:25][C:18]=23)[CH2:10]1)[C:3]1[CH:4]=[CH:5][CH:6]=[CH:7][CH:8]=1. (2) Given the reactants [N+:1]([C:4]1[CH:9]=[CH:8][C:7]([C:10]2[CH:11]=[N:12][CH:13]=[CH:14][C:15]=2[C:16]2[CH:21]=[CH:20][CH:19]=[CH:18][CH:17]=2)=[CH:6][CH:5]=1)([O-])=O, predict the reaction product. The product is: [C:16]1([C:15]2[CH:14]=[CH:13][N:12]=[CH:11][C:10]=2[C:7]2[CH:6]=[CH:5][C:4]([NH2:1])=[CH:9][CH:8]=2)[CH:17]=[CH:18][CH:19]=[CH:20][CH:21]=1. (3) Given the reactants Br[C:2]1[C:10]2[O:9][CH:8]([CH2:11][NH:12][C:13](=[O:15])[O-:14])[CH2:7][C:6]=2[CH:5]=[CH:4][CH:3]=1.[Cl:16][C:17]1[CH:22]=[CH:21][C:20]([Cl:23])=[CH:19][C:18]=1B(O)O.[CH3:27][C:28]1[CH:33]=[CH:32][C:31](S(OCC2[CH2:27][C:28]3[C:33](C4C=CC=CC=4)=[CH:32][CH:31]=[CH:30][C:29]=3O2)(=O)=O)=[CH:30][CH:29]=1, predict the reaction product. The product is: [CH2:27]([O:14][C:13](=[O:15])[NH:12][CH2:11][CH:8]1[CH2:7][C:6]2[CH:5]=[CH:4][CH:3]=[C:2]([C:21]3[CH:22]=[C:17]([Cl:16])[CH:18]=[CH:19][C:20]=3[Cl:23])[C:10]=2[O:9]1)[C:28]1[CH:33]=[CH:32][CH:31]=[CH:30][CH:29]=1. (4) Given the reactants I[CH2:2][C:3](=[CH2:18])[CH2:4][O:5][C:6]1[CH:15]=[CH:14][C:9]([C:10]([O:12][CH3:13])=[O:11])=[CH:8][C:7]=1[CH:16]=O.ClCC(=C)COC1C=CC(C(OC)=O)=CC=1C=O.C1(P(C2C=CC=CC=2)C2C=CC=CC=2)C=CC=CC=1.C[O-].[Na+], predict the reaction product. The product is: [CH2:2]=[C:3]1[CH:18]=[CH:16][C:7]2[CH:8]=[C:9]([C:10]([O:12][CH3:13])=[O:11])[CH:14]=[CH:15][C:6]=2[O:5][CH2:4]1. (5) Given the reactants [C:1]1([CH2:7][C:8](=[S:10])[NH2:9])[CH:6]=[CH:5][CH:4]=[CH:3][CH:2]=1.Br[CH:12]([C:18](OCC)=[O:19])[C:13]([O:15][CH2:16][CH3:17])=[O:14], predict the reaction product. The product is: [CH2:7]([C:8]1[S:10][C:12]([C:13]([O:15][CH2:16][CH3:17])=[O:14])=[C:18]([OH:19])[N:9]=1)[C:1]1[CH:6]=[CH:5][CH:4]=[CH:3][CH:2]=1. (6) Given the reactants [CH3:1][S:2]([CH2:5][C:6]#[N:7])(=[O:4])=[O:3].C(=O)([O-])[O-].[Cs+].[Cs+].[CH2:14](Br)[CH:15]=[CH2:16], predict the reaction product. The product is: [CH3:1][S:2]([CH:5]([CH2:16][CH:15]=[CH2:14])[C:6]#[N:7])(=[O:4])=[O:3].